This data is from Reaction yield outcomes from USPTO patents with 853,638 reactions. The task is: Predict the reaction yield, written as a fraction of the theoretical maximum amount of product (1.0 means a 100% yield; for example, 0.34 means a 34% yield). (1) The reactants are [NH:1]1[C:9]2[C:4](=[C:5]([N:10]3[CH2:15][CH2:14][N:13]([CH2:16][CH:17]4[CH2:26][CH2:25][C:24]5[C:19](=[CH:20][CH:21]=[CH:22][CH:23]=5)[NH:18]4)[CH2:12][CH2:11]3)[CH:6]=[CH:7][CH:8]=2)[CH:3]=[CH:2]1.[CH2:27]([N:29]=[C:30]=[O:31])[CH3:28].O. The catalyst is CN(C=O)C. The product is [CH2:27]([NH:29][C:30]([N:18]1[C:19]2[C:24](=[CH:23][CH:22]=[CH:21][CH:20]=2)[CH2:25][CH2:26][CH:17]1[CH2:16][N:13]1[CH2:14][CH2:15][N:10]([C:5]2[CH:6]=[CH:7][CH:8]=[C:9]3[C:4]=2[CH:3]=[CH:2][NH:1]3)[CH2:11][CH2:12]1)=[O:31])[CH3:28]. The yield is 0.498. (2) The yield is 0.430. The reactants are [Cl:1][C:2]1[CH:7]=[CH:6][C:5]([C:8]2[C:12]([CH2:13][O:14][C:15]3[CH:23]=[CH:22][C:18]([C:19]([OH:21])=O)=[CH:17][N:16]=3)=[CH:11][O:10][N:9]=2)=[CH:4][CH:3]=1.[NH2:24][CH2:25][CH:26]([OH:28])[CH3:27]. The product is [Cl:1][C:2]1[CH:3]=[CH:4][C:5]([C:8]2[C:12]([CH2:13][O:14][C:15]3[CH:23]=[CH:22][C:18]([C:19]([NH:24][CH2:25][CH:26]([OH:28])[CH3:27])=[O:21])=[CH:17][N:16]=3)=[CH:11][O:10][N:9]=2)=[CH:6][CH:7]=1. No catalyst specified. (3) No catalyst specified. The product is [C:23]([CH2:25][C:26]1([N:1]2[CH:5]=[C:4]([C:6]3[CH:11]=[CH:10][N:9]=[C:8]4[N:12]([CH2:15][O:16][CH2:17][CH2:18][Si:19]([CH3:22])([CH3:21])[CH3:20])[CH:13]=[CH:14][C:7]=34)[CH:3]=[N:2]2)[CH2:29][N:28]([C:30]2[CH:41]=[CH:40][C:33]([C:34]([NH:36][CH:37]([CH3:38])[CH3:39])=[O:35])=[CH:32][CH:31]=2)[CH2:27]1)#[N:24]. The yield is 0.843. The reactants are [NH:1]1[CH:5]=[C:4]([C:6]2[CH:11]=[CH:10][N:9]=[C:8]3[N:12]([CH2:15][O:16][CH2:17][CH2:18][Si:19]([CH3:22])([CH3:21])[CH3:20])[CH:13]=[CH:14][C:7]=23)[CH:3]=[N:2]1.[C:23]([CH:25]=[C:26]1[CH2:29][N:28]([C:30]2[CH:41]=[CH:40][C:33]([C:34]([NH:36][CH:37]([CH3:39])[CH3:38])=[O:35])=[CH:32][CH:31]=2)[CH2:27]1)#[N:24].N12CCCN=C1CCCCC2.C(#N)C. (4) The reactants are [Br:1][C:2]1[CH:3]=[N:4][N:5]2[C:10](Cl)=[CH:9][C:8]([Cl:12])=[N:7][C:6]=12.[O:13]1[CH2:18][CH2:17][CH:16]([CH2:19][NH2:20])[CH2:15][CH2:14]1.CCN(C(C)C)C(C)C. The catalyst is C(Cl)Cl. The product is [Br:1][C:2]1[CH:3]=[N:4][N:5]2[C:10]([NH:20][CH2:19][CH:16]3[CH2:17][CH2:18][O:13][CH2:14][CH2:15]3)=[CH:9][C:8]([Cl:12])=[N:7][C:6]=12. The yield is 1.00.